Dataset: Full USPTO retrosynthesis dataset with 1.9M reactions from patents (1976-2016). Task: Predict the reactants needed to synthesize the given product. (1) Given the product [C:39]([C:43]1[CH:48]=[C:47]([B:30]2[O:31][C:32]([CH3:37])([CH3:38])[C:33]([CH3:35])([CH3:36])[O:34]2)[CH:46]=[C:45]([C:49]([CH3:52])([CH3:51])[CH3:50])[N:44]=1)([CH3:42])([CH3:41])[CH3:40], predict the reactants needed to synthesize it. The reactants are: CC(C1C=CN=C(C2C=C(C(C)(C)C)C=CN=2)C=1)(C)C.[B:30]1([B:30]2[O:34][C:33]([CH3:36])([CH3:35])[C:32]([CH3:38])([CH3:37])[O:31]2)[O:34][C:33]([CH3:36])([CH3:35])[C:32]([CH3:38])([CH3:37])[O:31]1.[C:39]([C:43]1[CH:48]=[CH:47][CH:46]=[C:45]([C:49]([CH3:52])([CH3:51])[CH3:50])[N:44]=1)([CH3:42])([CH3:41])[CH3:40]. (2) Given the product [NH:34]1[C:35]2[C:31](=[CH:30][C:29]([NH:28][C:26]3[C:25]4[C:20](=[CH:21][CH:22]=[CH:23][CH:24]=4)[N:19]=[C:18]([C:14]4[CH:13]=[C:12]([NH:11][C:9](=[O:10])[CH2:8][N:5]5[CH2:4][CH2:3][N:2]([CH3:1])[CH2:7][CH2:6]5)[CH:17]=[CH:16][CH:15]=4)[N:27]=3)=[CH:37][CH:36]=2)[CH:32]=[N:33]1, predict the reactants needed to synthesize it. The reactants are: [CH3:1][N:2]1[CH2:7][CH2:6][N:5]([CH2:8][C:9]([NH:11][C:12]2[CH:13]=[C:14]([C:18]3[N:27]=[C:26]([NH:28][C:29]4[CH:30]=[C:31]5[C:35](=[CH:36][CH:37]=4)[N:34](C(OC(C)(C)C)=O)[N:33]=[CH:32]5)[C:25]4[C:20](=[CH:21][CH:22]=[CH:23][CH:24]=4)[N:19]=3)[CH:15]=[CH:16][CH:17]=2)=[O:10])[CH2:4][CH2:3]1.C(O)(C(F)(F)F)=O. (3) Given the product [O:15]1[C:20]2[CH:21]=[CH:22][C:23]([NH:25][C:12]([C:7]3[CH:6]=[CH:5][C:4]4[C:9](=[CH:10][CH:11]=[C:2]([Br:1])[CH:3]=4)[CH:8]=3)=[O:14])=[CH:24][C:19]=2[O:18][CH2:17][CH2:16]1, predict the reactants needed to synthesize it. The reactants are: [Br:1][C:2]1[CH:3]=[C:4]2[C:9](=[CH:10][CH:11]=1)[CH:8]=[C:7]([C:12]([OH:14])=O)[CH:6]=[CH:5]2.[O:15]1[C:20]2[CH:21]=[CH:22][C:23]([NH2:25])=[CH:24][C:19]=2[O:18][CH2:17][CH2:16]1. (4) The reactants are: [OH:1][C:2]1[CH:7]=[CH:6][C:5]([S:8]([CH:11]2[CH2:15][NH:14][CH2:13][CH:12]2[OH:16])(=[O:10])=[O:9])=[CH:4][CH:3]=1.[C:17]1([CH2:23][CH2:24][CH2:25][CH:26]=O)[CH:22]=[CH:21][CH:20]=[CH:19][CH:18]=1. Given the product [OH:1][C:2]1[CH:3]=[CH:4][C:5]([S:8]([CH:11]2[CH2:15][N:14]([CH2:26][CH2:25][CH2:24][CH2:23][C:17]3[CH:22]=[CH:21][CH:20]=[CH:19][CH:18]=3)[CH2:13][CH:12]2[OH:16])(=[O:10])=[O:9])=[CH:6][CH:7]=1, predict the reactants needed to synthesize it. (5) The reactants are: [OH:1][C@H:2]1[CH2:6][NH:5][C@H:4]([C:7]([OH:9])=[O:8])[CH2:3]1.C(=O)(O)[O-].[Na+].O.[CH:16]1[C:28]2[CH:27]([CH2:29][O:30][C:31]([CH:29]([CH:27]3[C:28]4[C:20](=[CH:19][CH:18]=[CH:17][CH:16]=4)[C:21]4[C:26]3=[CH:25][CH:24]=[CH:23][CH:22]=4)[O:30][C:31](Cl)=[O:32])=[O:32])[C:26]3[C:21](=[CH:22][CH:23]=[CH:24][CH:25]=3)[C:20]=2[CH:19]=[CH:18][CH:17]=1. Given the product [CH:16]1[C:28]2[CH:27]([CH2:29][O:30][C:31]([N:5]3[CH2:6][C@H:2]([OH:1])[CH2:3][C@H:4]3[C:7]([OH:9])=[O:8])=[O:32])[C:26]3[C:21](=[CH:22][CH:23]=[CH:24][CH:25]=3)[C:20]=2[CH:19]=[CH:18][CH:17]=1, predict the reactants needed to synthesize it. (6) Given the product [O:27]=[C:19]1[C:20]2[CH:26]=[CH:25][CH:24]=[CH:23][C:21]=2[S:22][C:1]([C:3]2[CH:8]=[C:7]([CH2:9][CH2:10][NH:11][C:12](=[O:18])[O:13][C:14]([CH3:15])([CH3:17])[CH3:16])[CH:6]=[CH:5][N:4]=2)=[N:2]1, predict the reactants needed to synthesize it. The reactants are: [C:1]([C:3]1[CH:8]=[C:7]([CH2:9][CH2:10][NH:11][C:12](=[O:18])[O:13][C:14]([CH3:17])([CH3:16])[CH3:15])[CH:6]=[CH:5][N:4]=1)#[N:2].[C:19](OC)(=[O:27])[C:20]1[C:21](=[CH:23][CH:24]=[CH:25][CH:26]=1)[SH:22].C(N(CC)CC)C. (7) Given the product [O:1]1[C:5]2[CH:6]=[CH:7][CH:8]=[C:9]([CH2:10][N:11]([C:12]3[CH:17]=[CH:16][CH:15]=[CH:14][C:13]=3[O:18][C:19]3[CH:24]=[CH:23][CH:22]=[CH:21][CH:20]=3)[C:34](=[O:35])[CH2:33][Br:32])[C:4]=2[O:3][CH2:2]1, predict the reactants needed to synthesize it. The reactants are: [O:1]1[C:5]2[CH:6]=[CH:7][CH:8]=[C:9]([CH2:10][NH:11][C:12]3[CH:17]=[CH:16][CH:15]=[CH:14][C:13]=3[O:18][C:19]3[CH:24]=[CH:23][CH:22]=[CH:21][CH:20]=3)[C:4]=2[O:3][CH2:2]1.C(N(CC)CC)C.[Br:32][CH2:33][C:34](Cl)=[O:35]. (8) Given the product [CH2:27]([O:26][C:22]([CH:23]=[CH:24][C:2]1[CH:7]=[CH:6][C:5]([CH:8]2[CH2:13][CH2:12][N:11]([C:14]([O:16][C:17]([CH3:20])([CH3:19])[CH3:18])=[O:15])[CH2:10][CH:9]2[OH:21])=[CH:4][CH:3]=1)=[O:25])[CH3:28], predict the reactants needed to synthesize it. The reactants are: Br[C:2]1[CH:7]=[CH:6][C:5]([CH:8]2[CH2:13][CH2:12][N:11]([C:14]([O:16][C:17]([CH3:20])([CH3:19])[CH3:18])=[O:15])[CH2:10][CH:9]2[OH:21])=[CH:4][CH:3]=1.[C:22]([O:26][CH2:27][CH3:28])(=[O:25])[CH:23]=[CH2:24].C([O-])(=O)C.[Na+]. (9) Given the product [C:1]([CH:4]1[CH2:5][NH:6][CH2:7][CH2:8][N:9]1[C:10]1[N:11]=[C:12]([C:19]2[CH:20]=[CH:21][C:22]([O:25][C:26]3[CH:31]=[CH:30][C:29]([F:32])=[CH:28][CH:27]=3)=[CH:23][CH:24]=2)[N:13]=[C:14]([C:16]([NH2:17])=[O:18])[CH:15]=1)(=[O:3])[NH2:2], predict the reactants needed to synthesize it. The reactants are: [C:1]([CH:4]1[N:9]([C:10]2[CH:15]=[C:14]([C:16](=[O:18])[NH2:17])[N:13]=[C:12]([C:19]3[CH:24]=[CH:23][C:22]([O:25][C:26]4[CH:31]=[CH:30][C:29]([F:32])=[CH:28][CH:27]=4)=[CH:21][CH:20]=3)[N:11]=2)[CH2:8][CH2:7][N:6](C(OC(C)(C)C)=O)[CH2:5]1)(=[O:3])[NH2:2].Cl. (10) Given the product [ClH:4].[C:1]([O:7][CH2:8][CH2:14][NH:13][CH3:18])(=[O:2])[CH3:20], predict the reactants needed to synthesize it. The reactants are: [C:1](=O)([O:7][C:8](Cl)(Cl)Cl)[O:2]C(Cl)(Cl)[Cl:4].[N:13]1[CH:18]=CC=C[CH:14]=1.O1CCC[CH2:20]1.